From a dataset of Forward reaction prediction with 1.9M reactions from USPTO patents (1976-2016). Predict the product of the given reaction. (1) The product is: [C:1]([O:4][CH2:5][O:6][C@@H:7]1[C@@H:11]([CH2:12][O:13][Si:14]([C:17]([CH3:19])([CH3:18])[CH3:20])([CH3:16])[CH3:15])[O:10][C@@H:9]([N:21]2[C:51]3[N:50]=[CH:49][N:48]=[C:25]([NH:26][C:27]([C:36]4[CH:37]=[CH:38][CH:39]=[CH:40][CH:41]=4)([C:42]4[CH:43]=[CH:44][CH:45]=[CH:46][CH:47]=4)[C:28]4[CH:33]=[CH:32][C:31]([O:34][CH3:35])=[CH:30][CH:29]=4)[C:24]=3[N:23]=[CH:22]2)[C@@H:8]1[OH:52])(=[O:3])[CH3:2]. Given the reactants [C:1]([O:4][CH2:5][O:6][C@@H:7]1[C@@H:11]([CH2:12][O:13][Si:14]([C:17]([CH3:20])([CH3:19])[CH3:18])([CH3:16])[CH3:15])[O:10][C@@H:9]([N:21]2[C:51]3[N:50]=[CH:49][N:48]=[C:25]([NH:26][C:27]([C:42]4[CH:47]=[CH:46][CH:45]=[CH:44][CH:43]=4)([C:36]4[CH:41]=[CH:40][CH:39]=[CH:38][CH:37]=4)[C:28]4[CH:33]=[CH:32][C:31]([O:34][CH3:35])=[CH:30][CH:29]=4)[C:24]=3[N:23]=[CH:22]2)[C@@H:8]1[O:52]C(=O)CCC(C)=O)(=[O:3])[CH3:2].C(O)(=O)C.NN, predict the reaction product. (2) Given the reactants C([N:8]1[C:16]2[C:15](=[O:17])[N:14]([CH2:18][CH2:19][CH2:20][CH2:21][Br:22])[C:13](=[O:23])[N:12]([CH3:24])[C:11]=2[N:10]=[CH:9]1)C1C=CC=CC=1.[H][H], predict the reaction product. The product is: [Br:22][CH2:21][CH2:20][CH2:19][CH2:18][N:14]1[C:15](=[O:17])[C:16]2[NH:8][CH:9]=[N:10][C:11]=2[N:12]([CH3:24])[C:13]1=[O:23]. (3) Given the reactants [CH3:1][O:2][C:3](=[O:28])[C:4]1[CH:9]=[CH:8][C:7](N)=[CH:6][C:5]=1[NH:11][C:12](=[O:27])[C:13]1[CH:18]=[C:17]([C:19]([F:22])([F:21])[F:20])[CH:16]=[C:15]([C:23]([F:26])([F:25])[F:24])[CH:14]=1.N([O-])=[O:30].[Na+].S(=O)(=O)(O)O.O, predict the reaction product. The product is: [CH3:1][O:2][C:3](=[O:28])[C:4]1[CH:9]=[CH:8][C:7]([OH:30])=[CH:6][C:5]=1[NH:11][C:12](=[O:27])[C:13]1[CH:14]=[C:15]([C:23]([F:24])([F:26])[F:25])[CH:16]=[C:17]([C:19]([F:22])([F:20])[F:21])[CH:18]=1. (4) The product is: [Cl:1][C:2]1[CH:7]=[CH:6][C:5]([C:8]2[C:14]3[CH:15]=[CH:16][CH:17]=[CH:18][C:13]=3[N:12]3[C:20]([CH3:21])=[N:23][N:24]=[C:11]3[CH2:10][CH:9]=2)=[CH:4][CH:3]=1. Given the reactants [Cl:1][C:2]1[CH:7]=[CH:6][C:5]([C:8]2[C:14]3[CH:15]=[CH:16][CH:17]=[CH:18][C:13]=3[NH:12][C:11](=S)[CH2:10][CH:9]=2)=[CH:4][CH:3]=1.[C:20]([NH:23][NH2:24])(=O)[CH3:21], predict the reaction product. (5) Given the reactants [OH:1][C:2]1[CH:3]=[C:4]([CH:9]=[C:10]([OH:12])[CH:11]=1)[C:5]([O:7][CH3:8])=[O:6].[CH3:13][C:14]1C=C[C:17](S(OCCCC#C)(=O)=O)=[CH:16][CH:15]=1.C([O-])([O-])=O.[K+].[K+], predict the reaction product. The product is: [OH:1][C:2]1[CH:3]=[C:4]([CH:9]=[C:10]([O:12][CH2:17][CH2:16][CH2:15][C:14]#[CH:13])[CH:11]=1)[C:5]([O:7][CH3:8])=[O:6]. (6) Given the reactants Cl[C:2]1[N:7]=[CH:6][N:5]=[C:4]([NH2:8])[C:3]=1[C:9]1[N:13]=[C:12]([CH3:14])[O:11][N:10]=1.[NH2:15][CH:16]([C:19]1[N:28]([C:29]2[CH:34]=[CH:33][CH:32]=[CH:31][C:30]=2[CH3:35])[C:27](=[O:36])[C:26]2[C:21](=[CH:22][CH:23]=[CH:24][C:25]=2[CH3:37])[N:20]=1)[CH2:17][CH3:18].C(N(CC)C(C)C)(C)C, predict the reaction product. The product is: [NH2:8][C:4]1[N:5]=[CH:6][N:7]=[C:2]([NH:15][C@H:16]([C:19]2[N:28]([C:29]3[CH:34]=[CH:33][CH:32]=[CH:31][C:30]=3[CH3:35])[C:27](=[O:36])[C:26]3[C:21](=[CH:22][CH:23]=[CH:24][C:25]=3[CH3:37])[N:20]=2)[CH2:17][CH3:18])[C:3]=1[C:9]1[N:13]=[C:12]([CH3:14])[O:11][N:10]=1.